This data is from Forward reaction prediction with 1.9M reactions from USPTO patents (1976-2016). The task is: Predict the product of the given reaction. Given the reactants Cl[C:2]1[CH:7]=[C:6]([Cl:8])[N:5]=[C:4]([S:9][CH2:10][C:11]2[CH:16]=[CH:15][CH:14]=[C:13]([F:17])[C:12]=2[F:18])[N:3]=1.[CH3:19][C:20]1([CH3:27])[O:24][CH:23]([CH:25]=[CH2:26])[CH2:22][O:21]1.C(N(CCCC)CCCC)CCC, predict the reaction product. The product is: [Cl:8][C:6]1[CH:7]=[C:2]([CH:26]=[CH:25][CH:23]2[CH2:22][O:21][C:20]([CH3:27])([CH3:19])[O:24]2)[N:3]=[C:4]([S:9][CH2:10][C:11]2[CH:16]=[CH:15][CH:14]=[C:13]([F:17])[C:12]=2[F:18])[N:5]=1.